This data is from Catalyst prediction with 721,799 reactions and 888 catalyst types from USPTO. The task is: Predict which catalyst facilitates the given reaction. (1) Reactant: F[P-](F)(F)(F)(F)F.N1(OC(N(C)C)=[N+](C)C)C2C=CC=CC=2N=N1.[Cl:25][C:26]1[CH:34]=[C:33]([C:35]([NH:37][CH2:38][C:39]2[CH:44]=[CH:43][CH:42]=[C:41]([OH:45])[CH:40]=2)=[O:36])[CH:32]=[C:31]([CH3:46])[C:27]=1[C:28]([OH:30])=O.[CH3:47][O:48][C:49](=[O:58])[CH:50]([P:52]([O:56][CH3:57])([O:54][CH3:55])=[O:53])[NH2:51].COC(=O)C(P(OC)(OC)=O)NC(OCC1C=CC=CC=1)=O.ON1C2C=CC=CC=2N=N1.C(N(C(C)C)CC)(C)C. Product: [CH3:47][O:48][C:49](=[O:58])[CH:50]([P:52]([O:54][CH3:55])([O:56][CH3:57])=[O:53])[NH:51][C:28](=[O:30])[C:27]1[C:31]([CH3:46])=[CH:32][C:33]([C:35]([NH:37][CH2:38][C:39]2[CH:44]=[CH:43][CH:42]=[C:41]([OH:45])[CH:40]=2)=[O:36])=[CH:34][C:26]=1[Cl:25]. The catalyst class is: 125. (2) Reactant: [CH2:1]([O:3][C:4]([C:6]1[C:10]([CH:11]=O)=[CH:9][S:8][C:7]=1[NH:13][C:14]([O:16][C:17]([CH3:20])([CH3:19])[CH3:18])=[O:15])=[O:5])[CH3:2].[C:21](=O)([O-])[O-].[K+].[K+].COP(C(=[N+]=[N-])C(=O)C)(=O)OC. Product: [CH2:1]([O:3][C:4]([C:6]1[C:10]([C:11]#[CH:21])=[CH:9][S:8][C:7]=1[NH:13][C:14]([O:16][C:17]([CH3:20])([CH3:19])[CH3:18])=[O:15])=[O:5])[CH3:2]. The catalyst class is: 14. (3) Reactant: [CH3:1][CH:2]1[CH2:10][C:9]2[C:4](=[CH:5][C:6]([N+:11]([O-:13])=[O:12])=[CH:7][CH:8]=2)[C:3]1=[O:14].[CH3:15][O:16][C:17]1[CH:25]=C2C(CC(C)C2=O)=CC=1.C([OH:30])C.C(O)(=O)C. Product: [OH:14][C:3]1([CH2:25][C:17]([O:16][CH3:15])=[O:30])[C:4]2[C:9](=[CH:8][CH:7]=[C:6]([N+:11]([O-:13])=[O:12])[CH:5]=2)[CH:10]=[C:2]1[CH3:1]. The catalyst class is: 6. (4) Reactant: CO.[CH2:3]([O:10][C:11]1[CH:16]=[CH:15][C:14]([CH2:17][C:18]([NH:20][NH2:21])=O)=[CH:13][CH:12]=1)[C:4]1[CH:9]=[CH:8][CH:7]=[CH:6][CH:5]=1.[NH2:22][C:23]1[C:28]([C:29]#[N:30])=[CH:27][CH:26]=[CH:25][N:24]=1.C[O-].[Na+].CO. Product: [CH2:3]([O:10][C:11]1[CH:16]=[CH:15][C:14]([CH2:17][C:18]2[NH:30][C:29]([C:28]3[C:23]([NH2:22])=[N:24][CH:25]=[CH:26][CH:27]=3)=[N:21][N:20]=2)=[CH:13][CH:12]=1)[C:4]1[CH:9]=[CH:8][CH:7]=[CH:6][CH:5]=1. The catalyst class is: 84. (5) Reactant: [C:1]([O:9][CH2:10][CH3:11])(=[O:8])[CH2:2][C:3]([O:5][CH2:6][CH3:7])=[O:4].[C:12]([N:19]1[CH2:24][CH2:23][CH:22]([CH:25]=O)[CH2:21][CH2:20]1)([O:14][C:15]([CH3:18])([CH3:17])[CH3:16])=[O:13].N1CCCCC1.CC(O)=O. Product: [C:15]([O:14][C:12]([N:19]1[CH2:24][CH2:23][CH:22]([CH:25]=[C:2]([C:3]([O:5][CH2:6][CH3:7])=[O:4])[C:1]([O:9][CH2:10][CH3:11])=[O:8])[CH2:21][CH2:20]1)=[O:13])([CH3:18])([CH3:16])[CH3:17]. The catalyst class is: 41. (6) Reactant: [O:1]1[C:5]([C:6]2[CH:15]=[CH:14][CH:13]=[C:12]3[C:7]=2[CH2:8][CH2:9][N:10]2[C:20](=[O:21])[CH2:19][NH:18][C:17](=O)[CH:16]=[C:11]23)=[CH:4][CH:3]=[N:2]1.O=P(Cl)(Cl)Cl.[CH:28]1([C:31]2[N:32]=[CH:33][NH:34][CH:35]=2)[CH2:30][CH2:29]1.N1C=CC=CC=1. Product: [CH:28]1([C:31]2[N:32]=[CH:33][N:34]([C:17]3[CH:16]=[C:11]4[C:12]5[C:7]([CH2:8][CH2:9][N:10]4[C:20](=[O:21])[CH2:19][N:18]=3)=[C:6]([C:5]3[O:1][N:2]=[CH:3][CH:4]=3)[CH:15]=[CH:14][CH:13]=5)[CH:35]=2)[CH2:30][CH2:29]1. The catalyst class is: 26.